From a dataset of NCI-60 drug combinations with 297,098 pairs across 59 cell lines. Regression. Given two drug SMILES strings and cell line genomic features, predict the synergy score measuring deviation from expected non-interaction effect. (1) Cell line: SF-539. Drug 1: C1=CC(=CC=C1CCC2=CNC3=C2C(=O)NC(=N3)N)C(=O)NC(CCC(=O)O)C(=O)O. Drug 2: C1CC(=O)NC(=O)C1N2C(=O)C3=CC=CC=C3C2=O. Synergy scores: CSS=39.0, Synergy_ZIP=0.895, Synergy_Bliss=-2.66, Synergy_Loewe=-29.0, Synergy_HSA=-5.36. (2) Synergy scores: CSS=27.2, Synergy_ZIP=-4.77, Synergy_Bliss=-1.50, Synergy_Loewe=1.39, Synergy_HSA=1.89. Drug 2: COC1=CC(=CC(=C1O)OC)C2C3C(COC3=O)C(C4=CC5=C(C=C24)OCO5)OC6C(C(C7C(O6)COC(O7)C8=CC=CS8)O)O. Cell line: MALME-3M. Drug 1: C1=CC(=CC=C1CCC2=CNC3=C2C(=O)NC(=N3)N)C(=O)NC(CCC(=O)O)C(=O)O. (3) Drug 1: C1CC(=O)NC(=O)C1N2CC3=C(C2=O)C=CC=C3N. Drug 2: COC1=C2C(=CC3=C1OC=C3)C=CC(=O)O2. Cell line: A549. Synergy scores: CSS=5.30, Synergy_ZIP=-3.94, Synergy_Bliss=-3.87, Synergy_Loewe=-1.95, Synergy_HSA=-1.94. (4) Drug 1: CC12CCC(CC1=CCC3C2CCC4(C3CC=C4C5=CN=CC=C5)C)O. Drug 2: CC1CCC2CC(C(=CC=CC=CC(CC(C(=O)C(C(C(=CC(C(=O)CC(OC(=O)C3CCCCN3C(=O)C(=O)C1(O2)O)C(C)CC4CCC(C(C4)OC)OCCO)C)C)O)OC)C)C)C)OC. Cell line: SK-MEL-5. Synergy scores: CSS=9.07, Synergy_ZIP=-2.70, Synergy_Bliss=-4.88, Synergy_Loewe=-18.3, Synergy_HSA=-8.17. (5) Drug 1: C1CCC(C1)C(CC#N)N2C=C(C=N2)C3=C4C=CNC4=NC=N3. Drug 2: CN(C)C1=NC(=NC(=N1)N(C)C)N(C)C. Cell line: NCIH23. Synergy scores: CSS=5.16, Synergy_ZIP=-2.55, Synergy_Bliss=-1.57, Synergy_Loewe=-4.07, Synergy_HSA=-2.34. (6) Drug 1: CCCCC(=O)OCC(=O)C1(CC(C2=C(C1)C(=C3C(=C2O)C(=O)C4=C(C3=O)C=CC=C4OC)O)OC5CC(C(C(O5)C)O)NC(=O)C(F)(F)F)O. Drug 2: C1CCC(C(C1)N)N.C(=O)(C(=O)[O-])[O-].[Pt+4]. Cell line: T-47D. Synergy scores: CSS=50.7, Synergy_ZIP=-3.92, Synergy_Bliss=-3.70, Synergy_Loewe=-7.90, Synergy_HSA=0.375.